Dataset: Reaction yield outcomes from USPTO patents with 853,638 reactions. Task: Predict the reaction yield, written as a fraction of the theoretical maximum amount of product (1.0 means a 100% yield; for example, 0.34 means a 34% yield). (1) The reactants are [CH2:1]([NH:3][C:4]1[C:5]([NH2:19])=[CH:6][CH:7]=[C:8]([O:10][CH2:11][O:12][CH2:13][CH2:14][Si:15]([CH3:18])([CH3:17])[CH3:16])[CH:9]=1)[CH3:2].[C:20]([CH2:22]C(OCC)=O)#[N:21]. No catalyst specified. The product is [CH2:1]([N:3]1[C:4]2[CH:9]=[C:8]([O:10][CH2:11][O:12][CH2:13][CH2:14][Si:15]([CH3:18])([CH3:17])[CH3:16])[CH:7]=[CH:6][C:5]=2[N:19]=[C:22]1[C:20]#[N:21])[CH3:2]. The yield is 0.170. (2) The reactants are [CH3:1][C:2]1[C:10]2[N:9]=[C:8]([CH2:11][CH2:12][CH3:13])[N:7]([CH2:14][C:15]3[CH:32]=[CH:31][C:18]4/[C:19](=[CH:28]/[C:29]#[N:30])/[C:20]5[CH:27]=[CH:26][CH:25]=[CH:24][C:21]=5[CH2:22][CH2:23][C:17]=4[CH:16]=3)[C:6]=2[CH:5]=[C:4]([C:33]([NH:35][NH2:36])=[O:34])[CH:3]=1.[CH:37](OCC)(OCC)OCC.O.N. The catalyst is C(O)(=O)C. The product is [CH3:1][C:2]1[C:10]2[N:9]=[C:8]([CH2:11][CH2:12][CH3:13])[N:7]([CH2:14][C:15]3[CH:32]=[CH:31][C:18]4/[C:19](=[CH:28]/[C:29]#[N:30])/[C:20]5[CH:27]=[CH:26][CH:25]=[CH:24][C:21]=5[CH2:22][CH2:23][C:17]=4[CH:16]=3)[C:6]=2[CH:5]=[C:4]([C:33]2[O:34][CH:37]=[N:36][N:35]=2)[CH:3]=1. The yield is 0.580. (3) The reactants are [Cl:1][C:2]1[CH:3]=[CH:4][CH:5]=[C:6]2[C:11]=1[N:10]=[C:9]([CH2:12]Cl)[N:8]([C:14]1[CH:19]=[CH:18][CH:17]=[CH:16][C:15]=1[Cl:20])[C:7]2=[O:21].[N:22]1[C:30]([NH2:31])=[C:29]2[C:25]([N:26]=[CH:27][NH:28]2)=[N:24][CH:23]=1.C([O-])([O-])=O.[K+].[K+]. The catalyst is CN(C=O)C. The product is [NH2:31][C:30]1[N:22]=[CH:23][N:24]=[C:25]2[C:29]=1[N:28]=[CH:27][N:26]2[CH2:12][C:9]1[N:8]([C:14]2[CH:19]=[CH:18][CH:17]=[CH:16][C:15]=2[Cl:20])[C:7](=[O:21])[C:6]2[C:11](=[C:2]([Cl:1])[CH:3]=[CH:4][CH:5]=2)[N:10]=1. The yield is 0.390. (4) The product is [Br:1][C:2]1[CH:7]=[CH:6][C:5]([CH:8]([N:26]2[CH2:27][C@H:28]([CH3:31])[NH:29][CH2:30][C@@H:25]2[CH3:24])[C:9]2[CH:14]=[CH:13][CH:12]=[C:11]([O:15][Si:16]([C:19]([CH3:22])([CH3:21])[CH3:20])([CH3:18])[CH3:17])[CH:10]=2)=[CH:4][CH:3]=1. The yield is 0.390. The reactants are [Br:1][C:2]1[CH:7]=[CH:6][C:5]([CH:8](Cl)[C:9]2[CH:14]=[CH:13][CH:12]=[C:11]([O:15][Si:16]([C:19]([CH3:22])([CH3:21])[CH3:20])([CH3:18])[CH3:17])[CH:10]=2)=[CH:4][CH:3]=1.[CH3:24][C@H:25]1[CH2:30][NH:29][C@@H:28]([CH3:31])[CH2:27][NH:26]1.N[C@H](C(N[C@H](C(O)=O)C)=O)C.O=C1NCCNC1=O. The catalyst is C1(C)C=CC=CC=1. (5) The reactants are [CH3:1][O:2][C:3]([CH:6]1[CH2:11][CH2:10][N:9]([CH2:12][C:13]2[N:14]([CH3:36])[C:15]3[C:20]([N:21]=2)=[C:19]([N:22]2[CH2:27][CH2:26][O:25][CH2:24][CH2:23]2)[N:18]=[C:17]([NH:28][C:29]2[C:30]([NH2:35])=[CH:31][CH:32]=[CH:33][CH:34]=2)[N:16]=3)[CH2:8][CH2:7]1)([CH3:5])[CH3:4].[C:37](O)(=O)[CH3:38]. No catalyst specified. The product is [CH3:1][O:2][C:3]([CH:6]1[CH2:11][CH2:10][N:9]([CH2:12][C:13]2[N:14]([CH3:36])[C:15]3[C:20]([N:21]=2)=[C:19]([N:22]2[CH2:27][CH2:26][O:25][CH2:24][CH2:23]2)[N:18]=[C:17]([N:28]2[C:29]4[CH:34]=[CH:33][CH:32]=[CH:31][C:30]=4[N:35]=[C:37]2[CH3:38])[N:16]=3)[CH2:8][CH2:7]1)([CH3:5])[CH3:4]. The yield is 0.211. (6) The reactants are [CH2:1]([O:3][C:4]1[CH:5]=[C:6]2[C:11](=[CH:12][C:13]=1[O:14][CH3:15])[N:10]=[CH:9][NH:8][C:7]2=O)[CH3:2].O=P(Cl)(Cl)[Cl:19]. The catalyst is C1(C)C=CC=CC=1. The product is [Cl:19][C:7]1[C:6]2[C:11](=[CH:12][C:13]([O:14][CH3:15])=[C:4]([O:3][CH2:1][CH3:2])[CH:5]=2)[N:10]=[CH:9][N:8]=1. The yield is 0.340.